Dataset: Ames mutagenicity test results for genotoxicity prediction. Task: Regression/Classification. Given a drug SMILES string, predict its toxicity properties. Task type varies by dataset: regression for continuous values (e.g., LD50, hERG inhibition percentage) or binary classification for toxic/non-toxic outcomes (e.g., AMES mutagenicity, cardiotoxicity, hepatotoxicity). Dataset: ames. (1) The compound is BrC(Br)C(Br)(Br)Br. The result is 0 (non-mutagenic). (2) The drug is c1ccsc1. The result is 0 (non-mutagenic).